From a dataset of Forward reaction prediction with 1.9M reactions from USPTO patents (1976-2016). Predict the product of the given reaction. (1) The product is: [Br:13][C:14]1[CH:15]=[C:16]2[C:21](=[CH:22][CH:23]=1)[N:20]([CH2:24][C:25]([NH:7][C:4]1[S:5][CH:6]=[C:2]([Br:1])[C:3]=1[C:8]1[N:12]=[CH:11][NH:10][N:9]=1)=[O:26])[C:19](=[O:28])[CH:18]=[CH:17]2. Given the reactants [Br:1][C:2]1[C:3]([C:8]2[N:12]=[CH:11][NH:10][N:9]=2)=[C:4]([NH2:7])[S:5][CH:6]=1.[Br:13][C:14]1[CH:15]=[C:16]2[C:21](=[CH:22][CH:23]=1)[N:20]([CH2:24][C:25](O)=[O:26])[C:19](=[O:28])[CH:18]=[CH:17]2, predict the reaction product. (2) Given the reactants CS(C(C)C(OCC)=O)(=O)=O.BrCCC=C.[CH3:17][C:18]([S:28]([CH3:31])(=[O:30])=[O:29])([CH2:24][CH2:25][C:26]#[CH:27])[C:19]([O:21][CH2:22][CH3:23])=[O:20], predict the reaction product. The product is: [CH3:17][C:18]([S:28]([CH3:31])(=[O:29])=[O:30])([CH2:24][CH2:25][CH:26]=[CH2:27])[C:19]([O:21][CH2:22][CH3:23])=[O:20]. (3) Given the reactants [NH2:1][C:2]1[CH:3]=[C:4]([CH:26]=[CH:27][CH:28]=1)[O:5][C:6]1[N:11]=[CH:10][N:9]=[C:8]([NH2:12])[C:7]=1[C:13]1[CH:18]=[CH:17][C:16]([O:19][C:20]2[CH:25]=[CH:24][CH:23]=[CH:22][CH:21]=2)=[CH:15][CH:14]=1.[C:29]([C:31]1([C:34](O)=[O:35])[CH2:33][CH2:32]1)#[N:30], predict the reaction product. The product is: [NH2:12][C:8]1[N:9]=[CH:10][N:11]=[C:6]([O:5][C:4]2[CH:3]=[C:2]([NH:1][C:34]([C:31]3([C:29]#[N:30])[CH2:33][CH2:32]3)=[O:35])[CH:28]=[CH:27][CH:26]=2)[C:7]=1[C:13]1[CH:14]=[CH:15][C:16]([O:19][C:20]2[CH:25]=[CH:24][CH:23]=[CH:22][CH:21]=2)=[CH:17][CH:18]=1.